This data is from Full USPTO retrosynthesis dataset with 1.9M reactions from patents (1976-2016). The task is: Predict the reactants needed to synthesize the given product. (1) Given the product [CH:7]1([C:12]2[CH:13]=[CH:14][C:15]([CH2:16][OH:17])=[CH:22][CH:23]=2)[CH2:8][CH2:9][CH2:10][CH2:11]1, predict the reactants needed to synthesize it. The reactants are: [H-].[H-].[H-].[H-].[Li+].[Al+3].[CH:7]1([C:12]2[CH:23]=[CH:22][C:15]([C:16](OC(C)C)=[O:17])=[CH:14][CH:13]=2)[CH2:11][CH2:10][CH2:9][CH2:8]1.O.[OH-].[K+]. (2) Given the product [CH2:35]([N:24]([CH2:17][C:18]1[CH:23]=[CH:22][CH:21]=[CH:20][CH:19]=1)[C:25]1[CH:32]=[C:31]([F:33])[C:28](/[CH:29]=[CH:9]/[C:10]([O:12][CH2:13][CH3:14])=[O:11])=[C:27]([F:34])[CH:26]=1)[C:36]1[CH:37]=[CH:38][CH:39]=[CH:40][CH:41]=1, predict the reactants needed to synthesize it. The reactants are: C(OP([CH2:9][C:10]([O:12][CH2:13][CH3:14])=[O:11])(OCC)=O)C.[H-].[Na+].[CH2:17]([N:24]([CH2:35][C:36]1[CH:41]=[CH:40][CH:39]=[CH:38][CH:37]=1)[C:25]1[CH:32]=[C:31]([F:33])[C:28]([CH:29]=O)=[C:27]([F:34])[CH:26]=1)[C:18]1[CH:23]=[CH:22][CH:21]=[CH:20][CH:19]=1.O. (3) Given the product [CH3:19][C:3]1[C:4]([O:9][C:10]2[C:15]([CH3:16])=[CH:14][C:13]([CH3:17])=[CH:12][C:11]=2[CH3:18])=[N:5][C:6]([CH3:8])=[CH:7][C:2]=1[NH:22][CH2:20][CH3:21], predict the reactants needed to synthesize it. The reactants are: Cl[C:2]1[CH:7]=[C:6]([CH3:8])[N:5]=[C:4]([O:9][C:10]2[C:15]([CH3:16])=[CH:14][C:13]([CH3:17])=[CH:12][C:11]=2[CH3:18])[C:3]=1[CH3:19].[CH2:20]([NH2:22])[CH3:21]. (4) Given the product [Cl:28][C:27]([Cl:30])([Cl:29])[CH2:26][O:25][C:23]([NH:2][C:3]1[N:7]([C:8]2[CH:13]=[CH:12][C:11]([CH3:14])=[CH:10][CH:9]=2)[N:6]=[C:5]([C:15]([CH3:18])([CH3:17])[CH3:16])[CH:4]=1)=[O:24], predict the reactants needed to synthesize it. The reactants are: Cl.[NH2:2][C:3]1[N:7]([C:8]2[CH:13]=[CH:12][C:11]([CH3:14])=[CH:10][CH:9]=2)[N:6]=[C:5]([C:15]([CH3:18])([CH3:17])[CH3:16])[CH:4]=1.O.[OH-].[Na+].Cl[C:23]([O:25][CH2:26][C:27]([Cl:30])([Cl:29])[Cl:28])=[O:24].